This data is from Reaction yield outcomes from USPTO patents with 853,638 reactions. The task is: Predict the reaction yield, written as a fraction of the theoretical maximum amount of product (1.0 means a 100% yield; for example, 0.34 means a 34% yield). (1) The product is [CH:1]1([C:4]2[N:9]=[C:8]([CH2:10][N:11]3[C:19]4[C:14](=[C:15]([NH:20][C:21]([C:23]5[N:27]6[CH:28]=[CH:29][C:30]([O:44][CH2:43][CH2:42][N:37]7[CH2:38][CH2:39][N:40]([CH3:41])[C@@H:35]([CH3:34])[CH2:36]7)=[CH:31][C:26]6=[N:25][CH:24]=5)=[O:22])[CH:16]=[CH:17][CH:18]=4)[C:13]([CH3:33])=[N:12]3)[CH:7]=[CH:6][CH:5]=2)[CH2:3][CH2:2]1. The catalyst is C(O)(C)(C)C.O. The yield is 0.310. The reactants are [CH:1]1([C:4]2[N:9]=[C:8]([CH2:10][N:11]3[C:19]4[C:14](=[C:15]([NH:20][C:21]([C:23]5[N:27]6[CH:28]=[CH:29][C:30](F)=[CH:31][C:26]6=[N:25][CH:24]=5)=[O:22])[CH:16]=[CH:17][CH:18]=4)[C:13]([CH3:33])=[N:12]3)[CH:7]=[CH:6][CH:5]=2)[CH2:3][CH2:2]1.[CH3:34][C@@H:35]1[N:40]([CH3:41])[CH2:39][CH2:38][N:37]([CH2:42][CH2:43][OH:44])[CH2:36]1.CC(C)([O-])C.[K+]. (2) The product is [CH3:31][O:28][C:27]([C:10]1[C:9]([O:8][CH2:1][C:2]2[CH:3]=[CH:4][CH:5]=[CH:6][CH:7]=2)=[C:14]([OH:15])[C:13]([C:16](=[O:26])[NH:17][CH2:18][C:19]2[CH:20]=[CH:21][C:22]([F:25])=[CH:23][CH:24]=2)=[CH:12][N:11]=1)=[O:29]. The reactants are [CH2:1]([O:8][C:9]1[C:10]([C:27]([OH:29])=[O:28])=[N:11][CH:12]=[C:13]([C:16](=[O:26])[NH:17][CH2:18][C:19]2[CH:24]=[CH:23][C:22]([F:25])=[CH:21][CH:20]=2)[C:14]=1[OH:15])[C:2]1[CH:7]=[CH:6][CH:5]=[CH:4][CH:3]=1.Cl.[CH3:31]N(C)CCCN=C=NCC.ON1C2C=CC=CC=2N=N1.C(N(CC)CC)C. The yield is 0.690. The catalyst is CN(C)C=O.C(OCC)(=O)C.CO.